This data is from Reaction yield outcomes from USPTO patents with 853,638 reactions. The task is: Predict the reaction yield, written as a fraction of the theoretical maximum amount of product (1.0 means a 100% yield; for example, 0.34 means a 34% yield). (1) The reactants are [C:1]1([C:7](=O)[CH2:8][C:9]2[CH:10]=[N:11][CH:12]=[CH:13][CH:14]=2)[CH:6]=[CH:5][CH:4]=[CH:3][CH:2]=1.[CH2:16]([O:18][C:19]1[CH:20]=[C:21]([CH:24]=[C:25]([N+:28]([O-:30])=[O:29])[C:26]=1[OH:27])[CH:22]=O)[CH3:17].[NH2:31][C:32]([NH2:34])=[O:33].Cl.[CH2:36](O)C. No catalyst specified. The product is [NH2:11][C:12]1[CH:36]=[CH:10][C:9]([C:8]2[NH:34][C:32](=[O:33])[NH:31][CH:22]([C:21]3[CH:24]=[C:25]([N+:28]([O-:30])=[O:29])[C:26]([OH:27])=[C:19]([O:18][CH2:16][CH3:17])[CH:20]=3)[C:7]=2[C:1]2[CH:6]=[CH:5][CH:4]=[CH:3][CH:2]=2)=[CH:14][CH:13]=1. The yield is 0.437. (2) The reactants are Br[C:2]1[CH:3]=[N:4][C:5]2[CH:10]=[N:9][NH:8][C:6]=2[CH:7]=1.C([Li])CCC.Cl[C:17]([O:19][CH2:20][CH3:21])=[O:18]. The catalyst is O1CCCC1. The product is [CH2:20]([O:19][C:17]([C:2]1[CH:7]=[C:6]2[NH:8][N:9]=[CH:10][C:5]2=[N:4][CH:3]=1)=[O:18])[CH3:21]. The yield is 0.140. (3) The reactants are Br[C:2]1[S:10][C:9]2[N:8]([CH2:11][C:12]3[CH:17]=[CH:16][C:15]([O:18][CH3:19])=[CH:14][CH:13]=3)[C:7](=[O:20])[N:6]3[N:21]=[CH:22][N:23]=[C:5]3[C:4]=2[CH:3]=1.[B-](F)(F)(F)[CH:25]=[CH2:26].[K+].ClCCl.C(N(CC)CC)C. The catalyst is C(O)CCC.C1C=CC(P(C2C=CC=CC=2)[C-]2C=CC=C2)=CC=1.C1C=CC(P(C2C=CC=CC=2)[C-]2C=CC=C2)=CC=1.Cl[Pd]Cl.[Fe+2]. The product is [CH3:19][O:18][C:15]1[CH:16]=[CH:17][C:12]([CH2:11][N:8]2[C:9]3[S:10][C:2]([CH:25]=[CH2:26])=[CH:3][C:4]=3[C:5]3=[N:23][CH:22]=[N:21][N:6]3[C:7]2=[O:20])=[CH:13][CH:14]=1. The yield is 0.840. (4) The reactants are [CH2:1]([NH2:4])[CH2:2][NH2:3].[C:5](O[C:5]([O:7][C:8]([CH3:11])([CH3:10])[CH3:9])=[O:6])([O:7][C:8]([CH3:11])([CH3:10])[CH3:9])=[O:6]. The catalyst is ClCCl. The product is [NH2:3][CH2:2][CH2:1][NH:4][C:5]([O:7][C:8]([CH3:11])([CH3:10])[CH3:9])=[O:6]. The yield is 0.826.